From a dataset of Volume of distribution at steady state (VDss) regression data from Lombardo et al.. Regression/Classification. Given a drug SMILES string, predict its absorption, distribution, metabolism, or excretion properties. Task type varies by dataset: regression for continuous measurements (e.g., permeability, clearance, half-life) or binary classification for categorical outcomes (e.g., BBB penetration, CYP inhibition). For this dataset (vdss_lombardo), we predict log10(VDss) (log10 of volume of distribution in L/kg). (1) The drug is COc1cc(CC(=O)NCC(=O)N(CCC(=O)[O-])Cc2ccc(OC)c(OC)c2)ccc1NC(=O)Nc1ccccc1C. The log10(VDss) is -0.600. (2) The drug is CCOc1cc(Cc2cnc(N)nc2N)cc(OCC)c1-n1cccc1. The log10(VDss) is 0.400. (3) The compound is C=CCc1ccccc1OCC(O)C[NH2+]C(C)C. The log10(VDss) is 0.510. (4) The compound is CC[NH+](CC)CCNC(=O)c1ccc(NS(C)(=O)=O)cc1. The log10(VDss) is -0.0900. (5) The drug is Oc1ccc(C2C[NH2+]CCc3c2cc(O)c(O)c3Cl)cc1. The log10(VDss) is -0.300. (6) The molecule is CO/N=C(/C(=O)NC1C(=O)N2C(C(=O)[O-])=C(CSc3nc(=O)c(=O)[n-]n3C)CSC12)c1csc(N)n1. The log10(VDss) is -0.920. (7) The drug is CC[NH+](CCO)CCCC(C)Nc1cc[nH+]c2cc(Cl)ccc12. The log10(VDss) is 2.85. (8) The molecule is COc1ccc2c(c1)c(CC(=O)[O-])c(C)n2C(=O)c1ccc(Cl)cc1. The log10(VDss) is -1.00. (9) The compound is COc1ccccc1OCC[NH2+]CC(O)COc1cccc2[nH]c3ccccc3c12. The log10(VDss) is 0.110.